This data is from Catalyst prediction with 721,799 reactions and 888 catalyst types from USPTO. The task is: Predict which catalyst facilitates the given reaction. Reactant: [F:1][C:2]1[C:3]([NH:18][CH:19]([C:23]([CH3:26])([CH3:25])[CH3:24])[CH2:20][C:21]#[N:22])=[N:4][C:5]([C:8]2[C:16]3[C:11](=[N:12][CH:13]=[C:14]([F:17])[CH:15]=3)[NH:10][CH:9]=2)=[N:6][CH:7]=1.[N:27]([Sn](CCCC)(CCCC)CCCC)=[N+:28]=[N-:29]. Product: [CH3:24][C:23]([CH3:26])([CH3:25])[CH:19]([NH:18][C:3]1[C:2]([F:1])=[CH:7][N:6]=[C:5]([C:8]2[C:16]3[C:11](=[N:12][CH:13]=[C:14]([F:17])[CH:15]=3)[NH:10][CH:9]=2)[N:4]=1)[CH2:20][C:21]1[N:27]=[N:28][NH:29][N:22]=1. The catalyst class is: 12.